Dataset: Full USPTO retrosynthesis dataset with 1.9M reactions from patents (1976-2016). Task: Predict the reactants needed to synthesize the given product. (1) Given the product [OH:1][CH:2]1[C:9](=[O:10])[O:11][C:4](=[O:6])[C:3]1([CH3:7])[CH3:8], predict the reactants needed to synthesize it. The reactants are: [OH:1][CH:2]([C:9]([OH:11])=[O:10])[C:3]([CH3:8])([CH3:7])[C:4]([OH:6])=O.FC(F)(F)C(OC(=O)C(F)(F)F)=O. (2) The reactants are: [N+:1]([C:4]1[CH:25]=[CH:24][C:7]([CH2:8][O:9][C:10]([NH:12][CH2:13][C:14]([C:16]2[N:17]=[CH:18][N:19]3[CH:23]=[CH:22][S:21][C:20]=23)=[O:15])=[O:11])=[CH:6][CH:5]=1)([O-:3])=[O:2].[CH2:26]([Sn:30](Cl)([CH2:35][CH2:36][CH2:37][CH3:38])[CH2:31][CH2:32][CH2:33][CH3:34])[CH2:27][CH2:28][CH3:29].C[Si]([N-][Si](C)(C)C)(C)C.[Li+].C(OCC)(=O)C. Given the product [N+:1]([C:4]1[CH:25]=[CH:24][C:7]([CH2:8][O:9][C:10]([NH:12][CH2:13][C:14]([C:16]2[N:17]=[CH:18][N:19]3[CH:23]=[C:22]([Sn:30]([CH2:31][CH2:32][CH2:33][CH3:34])([CH2:35][CH2:36][CH2:37][CH3:38])[CH2:26][CH2:27][CH2:28][CH3:29])[S:21][C:20]=23)=[O:15])=[O:11])=[CH:6][CH:5]=1)([O-:3])=[O:2], predict the reactants needed to synthesize it. (3) Given the product [F:23][C:17]1[CH:18]=[CH:19][CH:20]=[C:21]([F:22])[C:16]=1[N:9]1[C:10]2[CH:15]=[CH:14][CH:13]=[CH:12][C:11]=2[N:7]([CH2:6][CH2:5][O:4][CH2:3][CH2:2][NH:31][CH:26]2[CH2:30][CH2:29][CH2:28][CH2:27]2)[S:8]1(=[O:25])=[O:24], predict the reactants needed to synthesize it. The reactants are: Br[CH2:2][CH2:3][O:4][CH2:5][CH2:6][N:7]1[C:11]2[CH:12]=[CH:13][CH:14]=[CH:15][C:10]=2[N:9]([C:16]2[C:21]([F:22])=[CH:20][CH:19]=[CH:18][C:17]=2[F:23])[S:8]1(=[O:25])=[O:24].[CH:26]1([NH2:31])[CH2:30][CH2:29][CH2:28][CH2:27]1. (4) Given the product [C:1]([OH:7])([C:3]([F:6])([F:5])[F:4])=[O:2].[NH:47]1[CH2:48][CH2:49][CH2:50][C@H:46]1[C:44]1[NH:45][C:41]([C:38]2[CH:39]=[CH:40][C:35]([C:30]3[CH:29]=[CH:28][C:27]4[C:32](=[CH:33][CH:34]=[C:25]([C:23]5[NH:24][C:20]([C@@H:16]6[CH2:17][CH2:18][CH2:19][NH:15]6)=[N:21][CH:22]=5)[CH:26]=4)[CH:31]=3)=[CH:36][CH:37]=2)=[CH:42][N:43]=1, predict the reactants needed to synthesize it. The reactants are: [C:1]([OH:7])([C:3]([F:6])([F:5])[F:4])=[O:2].C(OC([N:15]1[CH2:19][CH2:18][CH2:17][C@H:16]1[C:20]1[NH:21][CH:22]=[C:23]([C:25]2[CH:26]=[C:27]3[C:32](=[CH:33][CH:34]=2)[CH:31]=[C:30]([C:35]2[CH:40]=[CH:39][C:38]([C:41]4[NH:45][C:44]([C@@H:46]5[CH2:50][CH2:49][CH2:48][N:47]5C(OC(C)(C)C)=O)=[N:43][CH:42]=4)=[CH:37][CH:36]=2)[CH:29]=[CH:28]3)[N:24]=1)=O)(C)(C)C. (5) Given the product [OH:1][C:2]1[CH:3]=[CH:4][C:5]([CH2:8][C:9]([N:11]([CH2:54][C:55]([NH:56][CH2:57][C:58]([OH:62])=[O:59])=[O:63])[CH2:12][CH2:13][NH:14][C:15](=[O:53])[CH2:16][N:17]2[CH2:28][CH2:27][N:26]([CH2:29][C:30](=[O:31])[O:32][C:33]([CH3:35])([CH3:36])[CH3:34])[CH2:25][CH2:24][N:23]([CH2:37][C:38](=[O:39])[O:40][C:41]([CH3:42])([CH3:43])[CH3:44])[CH2:22][CH2:21][N:20]([CH2:45][C:46]([O:48][C:49]([CH3:50])([CH3:51])[CH3:52])=[O:47])[CH2:19][CH2:18]2)=[O:10])=[CH:6][CH:7]=1, predict the reactants needed to synthesize it. The reactants are: [OH:1][C:2]1[CH:7]=[CH:6][C:5]([CH2:8][C:9]([N:11]([CH2:54][C:55](=[O:63])[NH:56][CH2:57][C:58](=[O:62])[O:59]CC)[CH2:12][CH2:13][NH:14][C:15](=[O:53])[CH2:16][N:17]2[CH2:28][CH2:27][N:26]([CH2:29][C:30]([O:32][C:33]([CH3:36])([CH3:35])[CH3:34])=[O:31])[CH2:25][CH2:24][N:23]([CH2:37][C:38]([O:40][C:41]([CH3:44])([CH3:43])[CH3:42])=[O:39])[CH2:22][CH2:21][N:20]([CH2:45][C:46]([O:48][C:49]([CH3:52])([CH3:51])[CH3:50])=[O:47])[CH2:19][CH2:18]2)=[O:10])=[CH:4][CH:3]=1.O[Li].O.CCO. (6) Given the product [N:6]1[CH:11]=[CH:10][C:9]([C:12]2[S:13][C:14]([S:2]([Cl:1])(=[O:5])=[O:3])=[CH:15][CH:16]=2)=[CH:8][CH:7]=1, predict the reactants needed to synthesize it. The reactants are: [Cl:1][S:2]([OH:5])(=O)=[O:3].[N:6]1[CH:11]=[CH:10][C:9]([C:12]2[S:13][CH:14]=[CH:15][CH:16]=2)=[CH:8][CH:7]=1.C([O-])(O)=O.[Na+]. (7) Given the product [Br:34][CH2:32][C:31]([C:14]1[CH:15]=[C:16]([N:20]2[CH2:24][C@@H:23]([O:25][CH2:26][O:27][CH3:28])[C@H:22]([O:29][CH3:30])[CH2:21]2)[C:17]([O:18][CH3:19])=[C:12]([C:8]([CH3:11])([CH3:9])[CH3:10])[CH:13]=1)=[O:33], predict the reactants needed to synthesize it. The reactants are: C(N(CC)CC)C.[C:8]([C:12]1[CH:13]=[C:14]([C:31](=[O:33])[CH3:32])[CH:15]=[C:16]([N:20]2[CH2:24][C@@H:23]([O:25][CH2:26][O:27][CH3:28])[C@H:22]([O:29][CH3:30])[CH2:21]2)[C:17]=1[O:18][CH3:19])([CH3:11])([CH3:10])[CH3:9].[Br:34]N1C(=O)CCC1=O. (8) Given the product [CH3:30][C:27]1[CH:28]=[CH:29][C:24]([C:23]2[N:22]=[C:6]([CH:4]3[CH2:3][C:2](=[O:1])[CH2:5]3)[O:8][N:34]=2)=[CH:25][C:26]=1[N+:31]([O-:33])=[O:32], predict the reactants needed to synthesize it. The reactants are: [O:1]=[C:2]1[CH2:5][CH:4]([C:6]([OH:8])=O)[CH2:3]1.C(N1C=CN=C1)(N1C=CN=C1)=O.O[N:22]=[C:23]([NH2:34])[C:24]1[CH:29]=[CH:28][C:27]([CH3:30])=[C:26]([N+:31]([O-:33])=[O:32])[CH:25]=1.